Task: Predict the product of the given reaction.. Dataset: Forward reaction prediction with 1.9M reactions from USPTO patents (1976-2016) (1) Given the reactants [F:1][C:2]1[CH:3]=[C:4]([Mg]Br)[CH:5]=[CH:6][C:7]=1[CH3:8].[CH3:11][C:12]1([CH3:33])[O:17][C:16](=[O:18])[C:15](=[C:19]2[CH2:24][CH2:23][N:22]([C:25]([O:27][C:28]([CH3:31])([CH3:30])[CH3:29])=[O:26])[CH2:21][CH2:20]2)[C:14](=[O:32])[O:13]1, predict the reaction product. The product is: [CH3:11][C:12]1([CH3:33])[O:17][C:16](=[O:18])[CH:15]([C:19]2([C:4]3[CH:5]=[CH:6][C:7]([CH3:8])=[C:2]([F:1])[CH:3]=3)[CH2:24][CH2:23][N:22]([C:25]([O:27][C:28]([CH3:31])([CH3:30])[CH3:29])=[O:26])[CH2:21][CH2:20]2)[C:14](=[O:32])[O:13]1. (2) Given the reactants [CH2:1]([N:8]1[CH2:14][CH:13]([OH:15])[CH:12]([C:16]2[CH:21]=[CH:20][C:19]([Cl:22])=[C:18]([Cl:23])[CH:17]=2)[O:11][CH2:10][CH2:9]1)[C:2]1[CH:7]=[CH:6][CH:5]=[CH:4][CH:3]=1.[C:24]([Si:28](Cl)([CH3:30])[CH3:29])([CH3:27])([CH3:26])[CH3:25].N1C=CN=C1, predict the reaction product. The product is: [CH2:1]([N:8]1[CH2:14][CH:13]([O:15][Si:28]([C:24]([CH3:27])([CH3:26])[CH3:25])([CH3:30])[CH3:29])[CH:12]([C:16]2[CH:21]=[CH:20][C:19]([Cl:22])=[C:18]([Cl:23])[CH:17]=2)[O:11][CH2:10][CH2:9]1)[C:2]1[CH:3]=[CH:4][CH:5]=[CH:6][CH:7]=1. (3) The product is: [CH:1]([C:4]1[S:8][C:7]([NH:9][C:10](=[O:16])[C@@H:11]([NH:15][CH:18]([CH:20]2[CH2:22][CH2:21]2)[CH3:17])[CH2:12][CH2:13][CH3:14])=[N:6][CH:5]=1)([CH3:2])[CH3:3]. Given the reactants [CH:1]([C:4]1[S:8][C:7]([NH:9][C:10](=[O:16])[C@@H:11]([NH2:15])[CH2:12][CH2:13][CH3:14])=[N:6][CH:5]=1)([CH3:3])[CH3:2].[CH3:17][C:18]([CH:20]1[CH2:22][CH2:21]1)=O.C(O[BH-](OC(=O)C)OC(=O)C)(=O)C.[Na+], predict the reaction product. (4) Given the reactants [CH3:1][N:2]1[CH2:7][CH2:6][N:5]([S:8]([C:11]2[CH:16]=[CH:15][C:14]([C:17]([F:20])([F:19])[F:18])=[CH:13][C:12]=2[N+:21]([O-])=O)(=[O:10])=[O:9])[CH2:4][CH2:3]1.[H][H], predict the reaction product. The product is: [CH3:1][N:2]1[CH2:3][CH2:4][N:5]([S:8]([C:11]2[CH:16]=[CH:15][C:14]([C:17]([F:20])([F:19])[F:18])=[CH:13][C:12]=2[NH2:21])(=[O:10])=[O:9])[CH2:6][CH2:7]1. (5) Given the reactants [F:1][C:2]1[CH:3]=[C:4]([N:14]2[C:19](=[O:20])[C:18]3[CH:21]=[CH:22][NH:23][C:17]=3[N:16]=[C:15]2[O:24][CH:25]([CH3:27])[CH3:26])[CH:5]=[CH:6][C:7]=1[O:8][CH2:9][C:10]([F:13])([F:12])[F:11].C(O)(=[O:30])C.C(O)(=O)C.I(C1C=CC=CC=1)=O, predict the reaction product. The product is: [F:1][C:2]1[CH:3]=[C:4]([N:14]2[C:19](=[O:20])[C:18]3[CH2:21][C:22](=[O:30])[NH:23][C:17]=3[N:16]=[C:15]2[O:24][CH:25]([CH3:27])[CH3:26])[CH:5]=[CH:6][C:7]=1[O:8][CH2:9][C:10]([F:11])([F:12])[F:13].